From a dataset of Forward reaction prediction with 1.9M reactions from USPTO patents (1976-2016). Predict the product of the given reaction. (1) Given the reactants Cl[C:2]1[N:7]=[C:6]([Cl:8])[C:5]([C:9]#[N:10])=[CH:4][N:3]=1.[CH3:11][S:12][C:13]1[CH:20]=[CH:19][CH:18]=[CH:17][C:14]=1[CH2:15][NH2:16].CCOC(C)=O.O, predict the reaction product. The product is: [Cl:8][C:6]1[C:5]([C:9]#[N:10])=[CH:4][N:3]=[C:2]([NH:16][CH2:15][C:14]2[CH:17]=[CH:18][CH:19]=[CH:20][C:13]=2[S:12][CH3:11])[N:7]=1. (2) Given the reactants Br[C:2]1[CH:7]=[CH:6][C:5]([N:8]2[C:16](=[O:17])[C:15]3[C:10](=[CH:11][CH:12]=[CH:13][CH:14]=3)[C:9]2=[O:18])=[C:4]([N+:19]([O-:21])=[O:20])[CH:3]=1.[N:22]1([C:28]([O:30][C:31]([CH3:34])([CH3:33])[CH3:32])=[O:29])[CH2:27][CH2:26][NH:25][CH2:24][CH2:23]1.CC1(C)C2C(=C(P(C3C=CC=CC=3)C3C=CC=CC=3)C=CC=2)OC2C(P(C3C=CC=CC=3)C3C=CC=CC=3)=CC=CC1=2.C([O-])([O-])=O.[Cs+].[Cs+], predict the reaction product. The product is: [O:18]=[C:9]1[C:10]2[C:15](=[CH:14][CH:13]=[CH:12][CH:11]=2)[C:16](=[O:17])[N:8]1[C:5]1[CH:6]=[CH:7][C:2]([N:25]2[CH2:24][CH2:23][N:22]([C:28]([O:30][C:31]([CH3:34])([CH3:33])[CH3:32])=[O:29])[CH2:27][CH2:26]2)=[CH:3][C:4]=1[N+:19]([O-:21])=[O:20]. (3) The product is: [O:11]1[CH2:12][CH2:13][CH:14]([C:17]2[C:18]([O:23][C:24]3[CH:30]=[CH:29][C:27]([NH:28][C:2]4[S:3][C:4]5[CH:10]=[CH:9][CH:8]=[CH:7][C:5]=5[N:6]=4)=[CH:26][CH:25]=3)=[N:19][CH:20]=[N:21][CH:22]=2)[CH2:15][CH2:16]1. Given the reactants Cl[C:2]1[S:3][C:4]2[CH:10]=[CH:9][CH:8]=[CH:7][C:5]=2[N:6]=1.[O:11]1[CH2:16][CH2:15][CH:14]([C:17]2[C:18]([O:23][C:24]3[CH:30]=[CH:29][C:27]([NH2:28])=[CH:26][CH:25]=3)=[N:19][CH:20]=[N:21][CH:22]=2)[CH2:13][CH2:12]1, predict the reaction product.